This data is from Aqueous solubility values for 9,982 compounds from the AqSolDB database. The task is: Regression/Classification. Given a drug SMILES string, predict its absorption, distribution, metabolism, or excretion properties. Task type varies by dataset: regression for continuous measurements (e.g., permeability, clearance, half-life) or binary classification for categorical outcomes (e.g., BBB penetration, CYP inhibition). For this dataset (solubility_aqsoldb), we predict Y. (1) The drug is COC(=O)c1sccc1S(=O)(=O)NC(=O)Nc1nc(C)nc(OC)n1. The Y is -2.24 log mol/L. (2) The compound is O=P([O-])([O-])[O-].O=P([O-])([O-])[O-].O=P([O-])([O-])[O-].[Ca+2].[Ca+2].[Ca+2].[Ca+2].[Ca+2].[OH-]. The Y is -4.14 log mol/L. (3) The molecule is N[C@@H](Cc1cnc[nH]1)C(=O)O.[Cl-].[H+]. The Y is -0.108 log mol/L.